Task: Regression. Given two drug SMILES strings and cell line genomic features, predict the synergy score measuring deviation from expected non-interaction effect.. Dataset: NCI-60 drug combinations with 297,098 pairs across 59 cell lines (1) Drug 1: CCC1=CC2CC(C3=C(CN(C2)C1)C4=CC=CC=C4N3)(C5=C(C=C6C(=C5)C78CCN9C7C(C=CC9)(C(C(C8N6C)(C(=O)OC)O)OC(=O)C)CC)OC)C(=O)OC.C(C(C(=O)O)O)(C(=O)O)O. Drug 2: CC(C)(C#N)C1=CC(=CC(=C1)CN2C=NC=N2)C(C)(C)C#N. Cell line: M14. Synergy scores: CSS=6.76, Synergy_ZIP=0.0973, Synergy_Bliss=0.0588, Synergy_Loewe=-19.0, Synergy_HSA=-0.525. (2) Drug 1: CC1C(C(CC(O1)OC2CC(CC3=C2C(=C4C(=C3O)C(=O)C5=C(C4=O)C(=CC=C5)OC)O)(C(=O)C)O)N)O.Cl. Drug 2: COC1=NC(=NC2=C1N=CN2C3C(C(C(O3)CO)O)O)N. Cell line: SK-MEL-28. Synergy scores: CSS=18.2, Synergy_ZIP=-1.89, Synergy_Bliss=0.432, Synergy_Loewe=-10.8, Synergy_HSA=-0.640.